From a dataset of Experimentally validated miRNA-target interactions with 360,000+ pairs, plus equal number of negative samples. Binary Classification. Given a miRNA mature sequence and a target amino acid sequence, predict their likelihood of interaction. Result: 1 (interaction). The protein sequence of the target gene is MDCCTENACSKPDDDILDIPLDDPGANAAAAKIQASFRGHMARKKIKSGERGRKGPGPGGPGGAGVARGGAGGGPSGD. The miRNA is hsa-miR-4769-5p with sequence GGUGGGAUGGAGAGAAGGUAUGAG.